This data is from Forward reaction prediction with 1.9M reactions from USPTO patents (1976-2016). The task is: Predict the product of the given reaction. (1) Given the reactants [S:1]1[C:5]2[CH:6]=[CH:7][CH:8]=[CH:9][C:4]=2[C:3]([N:10]2[CH2:15][CH2:14][N:13]([CH2:16][CH2:17][C:18]3[CH:19]=[C:20]4[C:24](=[CH:25][CH:26]=3)[CH2:23][C@H:22]([NH:27][C:28](=[O:30])[CH3:29])[CH2:21]4)[CH2:12][CH2:11]2)=[N:2]1.I[CH2:32]C, predict the reaction product. The product is: [S:1]1[C:5]2[CH:6]=[CH:7][CH:8]=[CH:9][C:4]=2[C:3]([N:10]2[CH2:15][CH2:14][N:13]([CH2:16][CH2:17][C:18]3[CH:19]=[C:20]4[C:24](=[CH:25][CH:26]=3)[CH2:23][C@H:22]([N:27]([CH3:32])[C:28](=[O:30])[CH3:29])[CH2:21]4)[CH2:12][CH2:11]2)=[N:2]1. (2) Given the reactants [Br:1][C:2]1[CH:8]=[CH:7][C:5]([NH2:6])=[C:4]([CH2:9][CH3:10])[CH:3]=1.Cl.S([O-])([O-])(=O)=O.[Na+].[Na+].Cl.[NH2:20][OH:21].Cl[C:23](Cl)(Cl)[CH:24]([OH:26])O, predict the reaction product. The product is: [Br:1][C:2]1[CH:8]=[CH:7][C:5]([NH:6][C:24](=[O:26])[CH:23]=[N:20][OH:21])=[C:4]([CH2:9][CH3:10])[CH:3]=1. (3) Given the reactants [NH2:1][C:2]1[CH:9]=[CH:8][C:7](Br)=[CH:6][C:3]=1[C:4]#[N:5].[Cl:11][C:12]1[CH:17]=[CH:16][C:15](B(O)O)=[CH:14][CH:13]=1.C(=O)([O-])[O-].[K+].[K+].C(COC)OC, predict the reaction product. The product is: [NH2:1][C:2]1[CH:9]=[CH:8][C:7]([C:15]2[CH:16]=[CH:17][C:12]([Cl:11])=[CH:13][CH:14]=2)=[CH:6][C:3]=1[C:4]#[N:5]. (4) The product is: [OH:12][C:11]1[CH:10]=[CH:9][C:31]2[C:14](=[CH:15][C:16]3[CH2:17][C:18]4([C:26]5[C:21](=[N:22][CH:23]=[CH:24][CH:25]=5)[N:20]=[CH:19]4)[CH2:28][C:29]=3[CH:30]=2)[N:13]=1. Given the reactants S(=O)(=O)(O)O.C(O/[CH:9]=[CH:10]/[C:11]([NH:13][C:14]1[CH:15]=[C:16]2[C:29](=[CH:30][CH:31]=1)[CH2:28][C:18]1([C:26]3[C:21](=[N:22][CH:23]=[CH:24][CH:25]=3)[NH:20][C:19]1=O)[CH2:17]2)=[O:12])C.[OH-].[Na+], predict the reaction product. (5) Given the reactants [NH2:1][CH:2]1[CH2:5][N:4]([C:6]([C:8]2[CH:9]=[C:10]([CH:23]=[CH:24][C:25]=2[F:26])[CH2:11][C:12]2[C:21]3[C:16](=[CH:17][CH:18]=[CH:19][CH:20]=3)[C:15](=[O:22])[NH:14][N:13]=2)=[O:7])[CH2:3]1.[OH:27][CH:28]([CH3:32])[C:29](=O)[CH3:30].C(O[BH-](OC(=O)C)OC(=O)C)(=O)C.[Na+], predict the reaction product. The product is: [F:26][C:25]1[CH:24]=[CH:23][C:10]([CH2:11][C:12]2[C:21]3[C:16](=[CH:17][CH:18]=[CH:19][CH:20]=3)[C:15](=[O:22])[NH:14][N:13]=2)=[CH:9][C:8]=1[C:6]([N:4]1[CH2:3][CH:2]([NH:1][CH:29]([CH:28]([OH:27])[CH3:32])[CH3:30])[CH2:5]1)=[O:7].